From a dataset of Forward reaction prediction with 1.9M reactions from USPTO patents (1976-2016). Predict the product of the given reaction. (1) Given the reactants [Cl:1][C:2]1[CH:7]=[CH:6][C:5]([O:8][C:9]2[CH:14]=[CH:13][C:12](/[CH:15]=[CH:16]/[N+:17]([O-:19])=[O:18])=[CH:11][CH:10]=2)=[CH:4][C:3]=1[C:20]([F:23])([F:22])[F:21].[BH4-].[Na+], predict the reaction product. The product is: [Cl:1][C:2]1[CH:7]=[CH:6][C:5]([O:8][C:9]2[CH:14]=[CH:13][C:12]([CH2:15][CH2:16][N+:17]([O-:19])=[O:18])=[CH:11][CH:10]=2)=[CH:4][C:3]=1[C:20]([F:21])([F:22])[F:23]. (2) Given the reactants [N:1]([O-])=O.[Na+].[CH3:5][C:6]1[CH:7]=[C:8]([CH:10]=[C:11]([CH3:25])[C:12]=1[O:13][C:14]1[CH:19]=[CH:18][C:17]([O:20][CH3:21])=[C:16]([CH:22]([CH3:24])[CH3:23])[CH:15]=1)[NH2:9].Cl.[Sn](Cl)Cl, predict the reaction product. The product is: [CH3:25][C:11]1[CH:10]=[C:8]([NH:9][NH2:1])[CH:7]=[C:6]([CH3:5])[C:12]=1[O:13][C:14]1[CH:19]=[CH:18][C:17]([O:20][CH3:21])=[C:16]([CH:22]([CH3:23])[CH3:24])[CH:15]=1. (3) Given the reactants [CH2:1]([C@@:8]12[CH2:21][CH2:20][C:19](=[O:22])[CH2:18][C@H:17]1[CH2:16][CH2:15][C:14]1[CH:13]=[C:12]([C:23]([OH:25])=[O:24])[CH:11]=[CH:10][C:9]2=1)[C:2]1[CH:7]=[CH:6][CH:5]=[CH:4][CH:3]=1.[OH-].[Na+].[CH:28](=O)[C:29]1[CH:34]=[CH:33][CH:32]=[CH:31][CH:30]=1.Cl, predict the reaction product. The product is: [CH2:1]([C@@:8]12[CH2:21]/[C:20](=[CH:28]\[C:29]3[CH:34]=[CH:33][CH:32]=[CH:31][CH:30]=3)/[C:19](=[O:22])[CH2:18][C@H:17]1[CH2:16][CH2:15][C:14]1[CH:13]=[C:12]([C:23]([OH:25])=[O:24])[CH:11]=[CH:10][C:9]2=1)[C:2]1[CH:3]=[CH:4][CH:5]=[CH:6][CH:7]=1.